The task is: Predict the reaction yield, written as a fraction of the theoretical maximum amount of product (1.0 means a 100% yield; for example, 0.34 means a 34% yield).. This data is from Reaction yield outcomes from USPTO patents with 853,638 reactions. (1) The reactants are [NH2:1][C:2]1[CH:7]=[CH:6][C:5]([N:8]2[C:14](=[O:15])[CH2:13][C:12](=[O:16])[NH:11][C:10]3[C:17]4[C:22]([CH:23]=[CH:24][C:9]2=3)=[CH:21][CH:20]=[CH:19][CH:18]=4)=[CH:4][CH:3]=1.[CH3:25][O:26][C:27]1[CH:35]=[CH:34][CH:33]=[C:32]([C:36]([F:39])([F:38])[F:37])[C:28]=1[C:29](Cl)=[O:30].O=C1CC(=O)N(C2C=CC(C(O)=O)=CC=2)C2C=CC3C(C=2N1)=CC=CC=3. No catalyst specified. The product is [CH3:25][O:26][C:27]1[CH:35]=[CH:34][CH:33]=[C:32]([C:36]([F:37])([F:38])[F:39])[C:28]=1[C:29]([NH:1][C:2]1[CH:7]=[CH:6][C:5]([N:8]2[C:14](=[O:15])[CH2:13][C:12](=[O:16])[NH:11][C:10]3[C:17]4[C:22]([CH:23]=[CH:24][C:9]2=3)=[CH:21][CH:20]=[CH:19][CH:18]=4)=[CH:4][CH:3]=1)=[O:30]. The yield is 0.740. (2) The reactants are [Cl:1][C:2]1[C:3]([F:45])=[C:4]([C@@H:8]2[C@:12]([C:15]3[CH:20]=[CH:19][C:18]([Cl:21])=[CH:17][C:16]=3[F:22])([C:13]#[N:14])[C@H:11]([CH2:23][C:24]([CH3:27])([CH3:26])[CH3:25])[NH:10][C@H:9]2[C:28]([NH:30][C:31]2[CH:42]=[CH:41][C:34]([C:35]([O:37][CH2:38][CH2:39][OH:40])=[O:36])=[CH:33][C:32]=2[O:43][CH3:44])=[O:29])[CH:5]=[CH:6][CH:7]=1.[C:46]([O:50][C:51]([NH:53][CH:54]([CH3:58])[C:55](O)=[O:56])=[O:52])([CH3:49])([CH3:48])[CH3:47].CN(C(ON1N=NC2C=CC=NC1=2)=[N+](C)C)C.F[P-](F)(F)(F)(F)F.C(N(CC)C(C)C)(C)C.CN(C1C=CC=CN=1)C. The catalyst is CN(C)C=O. The product is [C:46]([O:50][C:51]([NH:53][C@H:54]([CH3:58])[C:55]([O:40][CH2:39][CH2:38][O:37][C:35](=[O:36])[C:34]1[CH:41]=[CH:42][C:31]([NH:30][C:28]([C@H:9]2[C@H:8]([C:4]3[CH:5]=[CH:6][CH:7]=[C:2]([Cl:1])[C:3]=3[F:45])[C@:12]([C:15]3[CH:20]=[CH:19][C:18]([Cl:21])=[CH:17][C:16]=3[F:22])([C:13]#[N:14])[C@H:11]([CH2:23][C:24]([CH3:25])([CH3:26])[CH3:27])[NH:10]2)=[O:29])=[C:32]([O:43][CH3:44])[CH:33]=1)=[O:56])=[O:52])([CH3:49])([CH3:48])[CH3:47]. The yield is 0.890. (3) The reactants are Cl[C:2]([F:8])([F:7])C(OC)=O.[O:9]=[CH:10][C:11]1[CH:19]=[CH:18][C:16]([OH:17])=[C:13]([O:14][CH3:15])[CH:12]=1.C(=O)([O-])[O-].[K+].[K+]. The catalyst is CN(C=O)C.O. The product is [F:7][CH:2]([F:8])[O:17][C:16]1[CH:18]=[CH:19][C:11]([CH:10]=[O:9])=[CH:12][C:13]=1[O:14][CH3:15]. The yield is 0.410. (4) The reactants are [C:1]([O:5][C:6](=[O:46])[NH:7][CH:8]1[C:26](=[O:27])[N:25]2[CH:21]([CH2:22][CH:23]([O:28][Si](C(C)(C)C)(C)C)[CH2:24]2)[C:20](=[O:36])[NH:19][C:18]2([C:37]([NH:39][S:40]([CH:43]3[CH2:45][CH2:44]3)(=[O:42])=[O:41])=[O:38])[CH:16]([CH2:17]2)[CH:15]=[CH:14][CH2:13][CH2:12][CH2:11][CH2:10][CH2:9]1)([CH3:4])([CH3:3])[CH3:2].[F-].C([N+](CCCC)(CCCC)CCCC)CCC. The catalyst is C1COCC1. The product is [C:1]([O:5][C:6](=[O:46])[NH:7][CH:8]1[C:26](=[O:27])[N:25]2[CH:21]([CH2:22][CH:23]([OH:28])[CH2:24]2)[C:20](=[O:36])[NH:19][C:18]2([C:37]([NH:39][S:40]([CH:43]3[CH2:45][CH2:44]3)(=[O:41])=[O:42])=[O:38])[CH:16]([CH2:17]2)[CH:15]=[CH:14][CH2:13][CH2:12][CH2:11][CH2:10][CH2:9]1)([CH3:4])([CH3:2])[CH3:3]. The yield is 0.730.